This data is from Forward reaction prediction with 1.9M reactions from USPTO patents (1976-2016). The task is: Predict the product of the given reaction. (1) The product is: [Cl:1][C:2]1[C:7]([F:8])=[CH:6][C:5]([C:9]2[N:10]=[C:11]([N:20]3[CH2:25][CH2:24][CH:23]([NH:29][CH2:30][CH2:31][CH2:32][C:33]([O:35][CH2:36][CH3:37])=[O:34])[CH2:22][CH2:21]3)[C:12]3[CH2:17][S:16](=[O:19])(=[O:18])[CH2:15][C:13]=3[N:14]=2)=[C:4]([F:27])[CH:3]=1. Given the reactants [Cl:1][C:2]1[C:7]([F:8])=[CH:6][C:5]([C:9]2[N:10]=[C:11]([N:20]3[CH2:25][CH2:24][C:23](=O)[CH2:22][CH2:21]3)[C:12]3[CH2:17][S:16](=[O:19])(=[O:18])[CH2:15][C:13]=3[N:14]=2)=[C:4]([F:27])[CH:3]=1.Cl.[NH2:29][CH2:30][CH2:31][CH2:32][C:33]([O:35][CH2:36][CH3:37])=[O:34].ClC(Cl)C.C(O[BH-](OC(=O)C)OC(=O)C)(=O)C.[Na+].C(=O)(O)[O-].[Na+], predict the reaction product. (2) Given the reactants [C:1]([O:5][C:6]([N:8]1[CH2:13][CH2:12][O:11][C@H:10]([C:14](=[O:31])[C:15]2[CH:20]=[C:19]([F:21])[C:18]([O:22][CH2:23][C:24]3[CH:29]=[CH:28][CH:27]=[CH:26][CH:25]=3)=[CH:17][C:16]=2[F:30])[CH2:9]1)=[O:7])([CH3:4])([CH3:3])[CH3:2].[BH4-].[Na+].C(=O)(O)[O-].[Na+], predict the reaction product. The product is: [C:1]([O:5][C:6]([N:8]1[CH2:13][CH2:12][O:11][C@H:10]([CH:14]([C:15]2[CH:20]=[C:19]([F:21])[C:18]([O:22][CH2:23][C:24]3[CH:25]=[CH:26][CH:27]=[CH:28][CH:29]=3)=[CH:17][C:16]=2[F:30])[OH:31])[CH2:9]1)=[O:7])([CH3:4])([CH3:2])[CH3:3]. (3) Given the reactants [OH-].[K+].C([O:5][C:6]([C:8]1[CH:12]=[C:11]([CH:13]2[CH2:18][CH2:17][O:16][CH2:15][CH2:14]2)[S:10][CH:9]=1)=[O:7])C.Cl, predict the reaction product. The product is: [O:16]1[CH2:15][CH2:14][CH:13]([C:11]2[S:10][CH:9]=[C:8]([C:6]([OH:7])=[O:5])[CH:12]=2)[CH2:18][CH2:17]1. (4) Given the reactants [CH3:1][C:2]1[CH:3]=[C:4]([CH2:9][CH:10]([NH:16][C:17]([N:19]2[CH2:24][CH2:23][CH:22]([N:25]3[CH2:34][C:33]4[C:28](=[CH:29][CH:30]=[CH:31][CH:32]=4)[NH:27][C:26]3=[O:35])[CH2:21][CH2:20]2)=[O:18])[C:11]([O:13]CC)=[O:12])[CH:5]=[CH:6][C:7]=1[CH3:8].[OH-].[Na+], predict the reaction product. The product is: [CH3:1][C:2]1[CH:3]=[C:4]([CH2:9][CH:10]([NH:16][C:17]([N:19]2[CH2:24][CH2:23][CH:22]([N:25]3[CH2:34][C:33]4[C:28](=[CH:29][CH:30]=[CH:31][CH:32]=4)[NH:27][C:26]3=[O:35])[CH2:21][CH2:20]2)=[O:18])[C:11]([OH:13])=[O:12])[CH:5]=[CH:6][C:7]=1[CH3:8]. (5) Given the reactants C(OC(=O)[C@H:5]([CH2:18][C:19]1[CH:24]=[CH:23][CH:22]=[CH:21][CH:20]=1)[NH:6][C:7](=[O:17])[CH2:8][NH:9][C:10](OC(C)(C)C)=[O:11])C.FC(F)(F)C(O)=O, predict the reaction product. The product is: [CH2:18]([C@@H:5]1[NH:6][C:7](=[O:17])[CH2:8][NH:9][C:10]1=[O:11])[C:19]1[CH:24]=[CH:23][CH:22]=[CH:21][CH:20]=1. (6) Given the reactants [Cl:1][C:2]1[CH:7]=[CH:6][C:5]([C:8]2[N:9]([CH2:14][CH:15]=[CH2:16])[C:10](=[O:13])[NH:11][N:12]=2)=[CH:4][CH:3]=1.Cl[CH2:18][C:19]1[N:23]([CH2:24][C:25]2[C:30]([Cl:31])=[CH:29][CH:28]=[CH:27][C:26]=2[Cl:32])[CH:22]=[N:21][CH:20]=1.C(=O)([O-])[O-].[Cs+].[Cs+], predict the reaction product. The product is: [CH2:14]([N:9]1[C:8]([C:5]2[CH:4]=[CH:3][C:2]([Cl:1])=[CH:7][CH:6]=2)=[N:12][N:11]([CH2:18][C:19]2[N:23]([CH2:24][C:25]3[C:26]([Cl:32])=[CH:27][CH:28]=[CH:29][C:30]=3[Cl:31])[CH:22]=[N:21][CH:20]=2)[C:10]1=[O:13])[CH:15]=[CH2:16].